Dataset: Reaction yield outcomes from USPTO patents with 853,638 reactions. Task: Predict the reaction yield, written as a fraction of the theoretical maximum amount of product (1.0 means a 100% yield; for example, 0.34 means a 34% yield). (1) The reactants are [CH:1]([C:4]1[CH:5]=[C:6]([C:18]([OH:20])=[O:19])[CH:7]=[C:8]2[C:13]=1[O:12][C:11]([CH3:15])([CH3:14])[CH2:10][C:9]2([CH3:17])[CH3:16])([CH3:3])[CH3:2].[CH2:21]([O:28][C:29](=[O:39])[CH:30]=[CH:31][C:32]1[CH:37]=[CH:36][C:35](O)=[CH:34][CH:33]=1)[C:22]1[CH:27]=[CH:26][CH:25]=[CH:24][CH:23]=1.Cl.CN(C)CCCN=C=NCC.C(OCC)(=O)C. The catalyst is ClCCl.CN(C)C1C=CN=CC=1.CCCCCC. The product is [CH2:21]([O:28][C:29]([CH:30]=[CH:31][C:32]1[CH:37]=[CH:36][C:35]([O:19][C:18]([C:6]2[CH:7]=[C:8]3[C:13](=[C:4]([CH:1]([CH3:3])[CH3:2])[CH:5]=2)[O:12][C:11]([CH3:14])([CH3:15])[CH2:10][C:9]3([CH3:17])[CH3:16])=[O:20])=[CH:34][CH:33]=1)=[O:39])[C:22]1[CH:23]=[CH:24][CH:25]=[CH:26][CH:27]=1. The yield is 0.830. (2) The reactants are [CH:1]1([O:4][C:5]2[CH:6]=[C:7]([C:15]3[N:32](COCC[Si](C)(C)C)[C:18]4[CH:19]=[N:20][N:21]([CH2:24][O:25][CH2:26][CH2:27][Si:28]([CH3:31])([CH3:30])[CH3:29])[C:22](=[O:23])[C:17]=4[C:16]=3[CH2:41][CH2:42][C:43]3[CH:48]=[CH:47][CH:46]=[CH:45][CH:44]=3)[CH:8]=[CH:9][C:10]=2[O:11][CH:12]([F:14])[F:13])[CH2:3][CH2:2]1.C1(OC2C=C(C3N(COCC[Si](C)(C)C)C4C=NN(COCC[Si](C)(C)C)C(=O)C=4C=3C)C=CC=2OC(F)F)CC1. No catalyst specified. The product is [CH:1]1([O:4][C:5]2[CH:6]=[C:7]([C:15]3[NH:32][C:18]4[CH:19]=[N:20][N:21]([CH2:24][O:25][CH2:26][CH2:27][Si:28]([CH3:31])([CH3:30])[CH3:29])[C:22](=[O:23])[C:17]=4[C:16]=3[CH2:41][CH2:42][C:43]3[CH:44]=[CH:45][CH:46]=[CH:47][CH:48]=3)[CH:8]=[CH:9][C:10]=2[O:11][CH:12]([F:14])[F:13])[CH2:2][CH2:3]1. The yield is 0.880.